This data is from Forward reaction prediction with 1.9M reactions from USPTO patents (1976-2016). The task is: Predict the product of the given reaction. (1) Given the reactants [CH2:1]([N:8]1[C:12]2=[C:13]([N:21]3[CH2:30][CH2:29][C:28]4[C:23](=[CH:24][CH:25]=[CH:26][CH:27]=4)[CH2:22]3)[N:14]=[C:15]([C:17](=[O:20])[CH2:18][CH3:19])[CH:16]=[C:11]2[C:10]([CH3:31])=[C:9]1[CH3:32])[C:2]1[CH:7]=[CH:6][CH:5]=[CH:4][CH:3]=1.[ClH:33].C(N1C2=C(N3CCC4C(=CC=CC=4)C3)N=C(C(=O)CC)C=C2C(C)=C1C)C1C=CC=CC=1.C(=O)(O)[O-].[Na+], predict the reaction product. The product is: [ClH:33].[CH2:1]([N:8]1[C:12]2=[C:13]([N:21]3[CH2:30][CH2:29][C:28]4[C:23](=[CH:24][CH:25]=[CH:26][CH:27]=4)[CH2:22]3)[N:14]=[C:15]([CH:17]([OH:20])[CH2:18][CH3:19])[CH:16]=[C:11]2[C:10]([CH3:31])=[C:9]1[CH3:32])[C:2]1[CH:3]=[CH:4][CH:5]=[CH:6][CH:7]=1. (2) The product is: [Cl:17][C:18]1[CH:19]=[C:20]([CH:22]=[CH:23][CH:24]=1)[NH:21][C:2]1[N:3]=[N:4][C:5]([CH2:10][C:11]2[CH:16]=[CH:15][N:14]=[CH:13][CH:12]=2)=[C:6]([CH3:9])[C:7]=1[CH3:8]. Given the reactants Cl[C:2]1[N:3]=[N:4][C:5]([CH2:10][C:11]2[CH:16]=[CH:15][N:14]=[CH:13][CH:12]=2)=[C:6]([CH3:9])[C:7]=1[CH3:8].[Cl:17][C:18]1[CH:19]=[C:20]([CH:22]=[CH:23][CH:24]=1)[NH2:21], predict the reaction product. (3) Given the reactants CCN(C(C)C)C(C)C.[C:10]([C:13]1[CH:21]=[CH:20][CH:19]=[CH:18][C:14]=1[C:15]([OH:17])=O)(=[O:12])[CH3:11].C1C=CC2N(O)N=NC=2C=1.CCN=C=NCCCN(C)C.Cl.[O:44]=[C:45]([N:62]1[CH2:67][CH2:66][NH:65][CH2:64][CH2:63]1)[CH2:46][NH:47][C:48]([C:50]1[CH:55]=[CH:54][C:53]([C:56]2[CH:61]=[CH:60][CH:59]=[CH:58][CH:57]=2)=[CH:52][CH:51]=1)=[O:49], predict the reaction product. The product is: [C:10]([C:13]1[CH:21]=[CH:20][CH:19]=[CH:18][C:14]=1[C:15]([N:65]1[CH2:64][CH2:63][N:62]([C:45](=[O:44])[CH2:46][NH:47][C:48]([C:50]2[CH:55]=[CH:54][C:53]([C:56]3[CH:61]=[CH:60][CH:59]=[CH:58][CH:57]=3)=[CH:52][CH:51]=2)=[O:49])[CH2:67][CH2:66]1)=[O:17])(=[O:12])[CH3:11]. (4) Given the reactants [N-:1]=[N+:2]=[N-:3].[Na+].C(OC([O:12][CH2:13][CH3:14])OCC)C.[NH2:15][C:16]1[N:21]=[CH:20]C(O)=[CH:18][CH:17]=1, predict the reaction product. The product is: [N:21]1([C:16]2[N:15]=[CH:14][C:13]([OH:12])=[CH:18][CH:17]=2)[CH:20]=[N:3][N:2]=[N:1]1. (5) Given the reactants [C:1]([S:5][C:6]1[C:14]2[C:9](=[CH:10][CH:11]=[C:12]([O:15][CH2:16][C:17]3[CH:22]=[CH:21][CH:20]=[CH:19][N:18]=3)[CH:13]=2)[N:8]([CH2:23]C2CN(C(=O)C)C2)[C:7]=1[CH2:31][C:32]([OH:35])([CH3:34])[CH3:33])([CH3:4])([CH3:3])[CH3:2].C(SC1C2C(=CC=C(OCC3C=CC=CN=3)C=2)N(CC2CC2)C=1CC(C)(O)C)(C)(C)C.C(SC1C2C(=CC=C(OCC3C=CC=CN=3)C=2)N(CC2CCC2)C=1CC(C)(O)C)(C)(C)C.C(SC1C2C(=CC=C(OCC3C=CC=CN=3)C=2)N(CC2C=CC(C(NC3CC3)=O)=CC=2)C=1CC(O)(C)C)(C)(C)C.C(SC1C2C(=CC=C(OCC3C=CC=CN=3)C=2)N(CC2C=CC(C(NCCO)=O)=CC=2)C=1CC(O)(C)C)(C)(C)C.C(SC1C2C(=CC=C(OCC3C=CC=CN=3)C=2)N(CC(N)=O)C=1CC(O)(C)C)(C)(C)C, predict the reaction product. The product is: [C:1]([S:5][C:6]1[C:14]2[C:9](=[CH:10][CH:11]=[C:12]([O:15][CH2:16][C:17]3[CH:22]=[CH:21][CH:20]=[CH:19][N:18]=3)[CH:13]=2)[N:8]([CH3:23])[C:7]=1[CH2:31][C:32]([CH3:34])([OH:35])[CH3:33])([CH3:4])([CH3:3])[CH3:2]. (6) Given the reactants [Li]CCCC.[C:6]([O:10][C:11](=[O:20])[NH:12][C:13]1[CH:14]=[N:15][C:16]([Cl:19])=[CH:17][CH:18]=1)([CH3:9])([CH3:8])[CH3:7].CN(CCN(C)C)C.[I:29]I, predict the reaction product. The product is: [C:6]([O:10][C:11](=[O:20])[NH:12][C:13]1[CH:14]=[N:15][C:16]([Cl:19])=[CH:17][C:18]=1[I:29])([CH3:9])([CH3:7])[CH3:8]. (7) Given the reactants [F:1][C:2]1[C:10]([F:11])=[CH:9][CH:8]=[C:7]([F:12])[C:3]=1C(O)=O.P(Cl)(Cl)(Cl)(Cl)Cl.[N-:19]=[N+]=[N-].[Na+].[NH2:23][C:24]1[CH:29]=[CH:28][C:27]([C:30]2[CH:38]=[CH:37][C:36]([C:39]3[NH:40][C:41]([CH3:44])=[CH:42][N:43]=3)=[C:35]3[C:31]=2[CH2:32][NH:33][C:34]3=[O:45])=[C:26]([F:46])[CH:25]=1.C([O:49][CH2:50]C)C, predict the reaction product. The product is: [F:46][C:26]1[CH:25]=[C:24]([NH:23][C:50]([NH:19][C:3]2[C:7]([F:12])=[CH:8][CH:9]=[C:10]([F:11])[C:2]=2[F:1])=[O:49])[CH:29]=[CH:28][C:27]=1[C:30]1[CH:38]=[CH:37][C:36]([C:39]2[NH:40][C:41]([CH3:44])=[CH:42][N:43]=2)=[C:35]2[C:31]=1[CH2:32][NH:33][C:34]2=[O:45]. (8) Given the reactants [CH:1]1([C:7]2[CH:12]=[CH:11][C:10]([CH2:13][CH2:14][CH2:15][C:16]([OH:18])=O)=[CH:9][CH:8]=2)[CH2:6][CH2:5][CH2:4][CH2:3][CH2:2]1, predict the reaction product. The product is: [CH:1]1([C:7]2[CH:8]=[C:9]3[C:10]([CH2:13][CH2:14][CH2:15][C:16]3=[O:18])=[CH:11][CH:12]=2)[CH2:2][CH2:3][CH2:4][CH2:5][CH2:6]1. (9) Given the reactants [CH3:1][C:2]1[CH:3]=[C:4]([O:15][C:16]2[C:25]3[C:20](=[CH:21][C:22]([OH:28])=[C:23]([O:26][CH3:27])[CH:24]=3)[N:19]=[CH:18][CH:17]=2)[C:5]([C:9]2[CH:14]=[CH:13][CH:12]=[CH:11][N:10]=2)=[N:6][C:7]=1[CH3:8].C(=O)([O-])[O-].[K+].[K+].Br[CH2:36][CH2:37][OH:38], predict the reaction product. The product is: [CH3:1][C:2]1[CH:3]=[C:4]([O:15][C:16]2[C:25]3[C:20](=[CH:21][C:22]([O:28][CH2:36][CH2:37][OH:38])=[C:23]([O:26][CH3:27])[CH:24]=3)[N:19]=[CH:18][CH:17]=2)[C:5]([C:9]2[CH:14]=[CH:13][CH:12]=[CH:11][N:10]=2)=[N:6][C:7]=1[CH3:8].